From a dataset of Full USPTO retrosynthesis dataset with 1.9M reactions from patents (1976-2016). Predict the reactants needed to synthesize the given product. (1) Given the product [NH2:10][C@H:11]1[C@@H:12]([CH2:16][N:17]2[N:21]=[N:20][C:19]([CH3:22])=[N:18]2)[NH:13][C:14]1=[O:15], predict the reactants needed to synthesize it. The reactants are: C(OC(=O)[NH:10][C@@H:11]1[C:14](=[O:15])[NH:13][C@@H:12]1[CH2:16][N:17]1[N:21]=[N:20][C:19]([CH3:22])=[N:18]1)C1C=CC=CC=1. (2) Given the product [C:33]([O:36][CH2:14][C:5]1[C:4]2[C:9](=[CH:10][C:11]([OH:12])=[C:2]([Br:1])[CH:3]=2)[O:8][C:7](=[O:13])[CH:6]=1)(=[O:35])[CH3:34], predict the reactants needed to synthesize it. The reactants are: [Br:1][C:2]1[CH:3]=[C:4]2[C:9](=[CH:10][C:11]=1[OH:12])[O:8][C:7](=[O:13])[CH:6]=[C:5]2[CH2:14]Cl.C1C=CC=CC=1.N12CCCN=C1CCCCC2.[C:33]([OH:36])(=[O:35])[CH3:34]. (3) Given the product [Br:1][C:16]1[C:11]([O:10][CH3:9])=[CH:12][C:13]([N:17]([CH3:18])[CH3:19])=[N:14][CH:15]=1, predict the reactants needed to synthesize it. The reactants are: [Br:1]N1C(=O)CCC1=O.[CH3:9][O:10][C:11]1[CH:16]=[CH:15][N:14]=[C:13]([N:17]([CH3:19])[CH3:18])[CH:12]=1.O. (4) Given the product [F:3][C:4]1[C:9]([CH:10]2[CH2:15][CH2:14][CH2:13][N:12]([C:26](=[O:28])[CH3:27])[CH2:11]2)=[CH:8][CH:7]=[CH:6][N:5]=1, predict the reactants needed to synthesize it. The reactants are: Cl.Cl.[F:3][C:4]1[C:9]([CH:10]2[CH2:15][CH2:14][CH2:13][NH:12][CH2:11]2)=[CH:8][CH:7]=[CH:6][N:5]=1.C(Cl)Cl.C(N(CC)CC)C.[C:26](OC(=O)C)(=[O:28])[CH3:27]. (5) Given the product [CH3:25][N:24]([CH3:26])[CH2:23][CH2:22][CH2:21][N:10]1[C:11]2[C:7](=[CH:6][CH:5]=[C:4]([N+:1]([O-:3])=[O:2])[CH:12]=2)[CH:8]=[N:9]1, predict the reactants needed to synthesize it. The reactants are: [N+:1]([C:4]1[CH:12]=[C:11]2[C:7]([CH:8]=[N:9][NH:10]2)=[CH:6][CH:5]=1)([O-:3])=[O:2].C(=O)([O-])[O-].[K+].[K+].Cl.Cl[CH2:21][CH2:22][CH2:23][N:24]([CH3:26])[CH3:25]. (6) Given the product [CH3:10][O:9][C:4]1[C:5]([NH2:8])=[N:6][CH:7]=[C:2]([C:13]2[CH:18]=[CH:17][CH:16]=[CH:15][CH:14]=2)[N:3]=1, predict the reactants needed to synthesize it. The reactants are: Br[C:2]1[N:3]=[C:4]([O:9][CH3:10])[C:5]([NH2:8])=[N:6][CH:7]=1.[F-].[Cs+].[C:13]1(B(O)O)[CH:18]=[CH:17][CH:16]=[CH:15][CH:14]=1. (7) Given the product [CH3:1][C:2]1[CH:7]=[CH:6][C:5]([CH3:8])=[CH:4][C:3]=1[NH:9][C:10]1[N:15]2[N:16]=[CH:17][C:18]([C:19]([NH:44][S:41]([CH:38]3[CH2:40][CH2:39]3)(=[O:43])=[O:42])=[O:20])=[C:14]2[N:13]=[CH:12][C:11]=1[C:22]([N:24]1[CH2:25][CH2:26][C:27]2([C:33]3[CH:34]=[CH:35][CH:36]=[CH:37][C:32]=3[O:31][CH2:30]2)[CH2:28][CH2:29]1)=[O:23], predict the reactants needed to synthesize it. The reactants are: [CH3:1][C:2]1[CH:7]=[CH:6][C:5]([CH3:8])=[CH:4][C:3]=1[NH:9][C:10]1[N:15]2[N:16]=[CH:17][C:18]([C:19](O)=[O:20])=[C:14]2[N:13]=[CH:12][C:11]=1[C:22]([N:24]1[CH2:29][CH2:28][C:27]2([C:33]3[CH:34]=[CH:35][CH:36]=[CH:37][C:32]=3[O:31][CH2:30]2)[CH2:26][CH2:25]1)=[O:23].[CH:38]1([S:41]([NH2:44])(=[O:43])=[O:42])[CH2:40][CH2:39]1. (8) The reactants are: [CH3:1][O:2][C:3](=[O:20])[C:4](O)=[CH:5]C(=O)N(CC1C=CC(Cl)=C(Cl)C=1)C.C=O.Cl.NCCCC(O)=O.Cl[C:32]1[CH:33]=[C:34]([CH:48]=[CH:49][C:50]=1Cl)[CH2:35][N:36]([CH3:47])[C:37]([C:39]1[CH2:40][N:41]([CH3:46])[C:42](=[O:45])[C:43]=1[OH:44])=[O:38]. Given the product [CH3:1][O:2][C:3](=[O:20])[CH2:4][CH2:5][CH2:46][N:41]1[CH2:40][C:39]([C:37](=[O:38])[N:36]([CH2:35][C:34]2[CH:48]=[CH:49][CH2:50][CH2:32][CH:33]=2)[CH3:47])=[C:43]([OH:44])[C:42]1=[O:45], predict the reactants needed to synthesize it.